Task: Regression. Given two drug SMILES strings and cell line genomic features, predict the synergy score measuring deviation from expected non-interaction effect.. Dataset: NCI-60 drug combinations with 297,098 pairs across 59 cell lines (1) Drug 1: C1=CC(=C2C(=C1NCCNCCO)C(=O)C3=C(C=CC(=C3C2=O)O)O)NCCNCCO. Drug 2: CN(C)N=NC1=C(NC=N1)C(=O)N. Cell line: MCF7. Synergy scores: CSS=28.9, Synergy_ZIP=-0.393, Synergy_Bliss=-3.19, Synergy_Loewe=-32.1, Synergy_HSA=-3.35. (2) Drug 1: CN(C(=O)NC(C=O)C(C(C(CO)O)O)O)N=O. Drug 2: CC1=C(C(=O)C2=C(C1=O)N3CC4C(C3(C2COC(=O)N)OC)N4)N. Cell line: HCT116. Synergy scores: CSS=29.5, Synergy_ZIP=3.91, Synergy_Bliss=4.47, Synergy_Loewe=-35.6, Synergy_HSA=-0.0987. (3) Cell line: SNB-19. Synergy scores: CSS=27.2, Synergy_ZIP=-7.19, Synergy_Bliss=-4.09, Synergy_Loewe=-7.22, Synergy_HSA=-1.43. Drug 2: CN(CCCl)CCCl.Cl. Drug 1: CC1=C2C(C(=O)C3(C(CC4C(C3C(C(C2(C)C)(CC1OC(=O)C(C(C5=CC=CC=C5)NC(=O)OC(C)(C)C)O)O)OC(=O)C6=CC=CC=C6)(CO4)OC(=O)C)O)C)O. (4) Drug 1: CC=C1C(=O)NC(C(=O)OC2CC(=O)NC(C(=O)NC(CSSCCC=C2)C(=O)N1)C(C)C)C(C)C. Drug 2: CC1=C(N=C(N=C1N)C(CC(=O)N)NCC(C(=O)N)N)C(=O)NC(C(C2=CN=CN2)OC3C(C(C(C(O3)CO)O)O)OC4C(C(C(C(O4)CO)O)OC(=O)N)O)C(=O)NC(C)C(C(C)C(=O)NC(C(C)O)C(=O)NCCC5=NC(=CS5)C6=NC(=CS6)C(=O)NCCC[S+](C)C)O. Cell line: SF-539. Synergy scores: CSS=79.6, Synergy_ZIP=1.96, Synergy_Bliss=3.25, Synergy_Loewe=4.11, Synergy_HSA=8.16. (5) Drug 1: CC1OCC2C(O1)C(C(C(O2)OC3C4COC(=O)C4C(C5=CC6=C(C=C35)OCO6)C7=CC(=C(C(=C7)OC)O)OC)O)O. Drug 2: CCCCC(=O)OCC(=O)C1(CC(C2=C(C1)C(=C3C(=C2O)C(=O)C4=C(C3=O)C=CC=C4OC)O)OC5CC(C(C(O5)C)O)NC(=O)C(F)(F)F)O. Cell line: MDA-MB-231. Synergy scores: CSS=23.2, Synergy_ZIP=-1.27, Synergy_Bliss=-2.73, Synergy_Loewe=-2.51, Synergy_HSA=-1.82.